Task: Predict the reactants needed to synthesize the given product.. Dataset: Retrosynthesis with 50K atom-mapped reactions and 10 reaction types from USPTO (1) Given the product COC(=O)COc1ccc(Cl)cc1-c1ccccc1, predict the reactants needed to synthesize it. The reactants are: COC(=O)COc1ccc(Cl)cc1Br.OB(O)c1ccccc1. (2) Given the product CC(C)c1nc(CCO)n(C)c1Sc1cc(Cl)cc(Cl)c1, predict the reactants needed to synthesize it. The reactants are: COC(=O)Cc1nc(C(C)C)c(Sc2cc(Cl)cc(Cl)c2)n1C. (3) Given the product NC(=O)c1ccccc1NC(=O)C1CCCCC1, predict the reactants needed to synthesize it. The reactants are: NC(=O)c1ccccc1N.O=C(Cl)C1CCCCC1. (4) The reactants are: CC(C)(C)[O-].O=Cc1ccc(OCCC2OCCCO2)cc1. Given the product C=Cc1ccc(OCCC2OCCCO2)cc1, predict the reactants needed to synthesize it. (5) Given the product O=C(O)c1c(Cl)ccc(OCc2ccccc2)c1F, predict the reactants needed to synthesize it. The reactants are: COC(=O)c1c(Cl)ccc(OCc2ccccc2)c1F. (6) Given the product CCOC(=O)c1c(C)nc2cccc(OC[C@@H](NC(=O)c3cccc(O)c3)C(C)C)c2c1N, predict the reactants needed to synthesize it. The reactants are: CCOC(=O)c1c(C)nc2cccc(OC[C@@H](N)C(C)C)c2c1N.O=C(O)c1cccc(O)c1.